From a dataset of Reaction yield outcomes from USPTO patents with 853,638 reactions. Predict the reaction yield, written as a fraction of the theoretical maximum amount of product (1.0 means a 100% yield; for example, 0.34 means a 34% yield). (1) The product is [CH3:7][N:6]1[C:2]([N:14]2[CH2:15][CH2:16][CH2:17][NH:11][C:12](=[O:18])[CH2:13]2)=[C:3]([N+:8]([O-:10])=[O:9])[CH:4]=[N:5]1. The yield is 0.920. The reactants are Cl[C:2]1[N:6]([CH3:7])[N:5]=[CH:4][C:3]=1[N+:8]([O-:10])=[O:9].[NH:11]1[CH2:17][CH2:16][CH2:15][NH:14][CH2:13][C:12]1=[O:18]. No catalyst specified. (2) The reactants are C=O.Cl.[CH2:4](O)C.[C:7]([O:11][C:12]([N:14]1[CH2:19][CH2:18][NH:17][CH:16]([CH3:20])[CH2:15]1)=[O:13])([CH3:10])([CH3:9])[CH3:8].[H][H]. The catalyst is CO.[C].[Pd]. The product is [C:7]([O:11][C:12]([N:14]1[CH2:19][CH2:18][N:17]([CH3:4])[CH:16]([CH3:20])[CH2:15]1)=[O:13])([CH3:10])([CH3:8])[CH3:9]. The yield is 0.510.